Dataset: Reaction yield outcomes from USPTO patents with 853,638 reactions. Task: Predict the reaction yield, written as a fraction of the theoretical maximum amount of product (1.0 means a 100% yield; for example, 0.34 means a 34% yield). (1) The reactants are [NH2:1][C:2]1[C:7]([CH2:8][OH:9])=[C:6]([CH:10]([NH:18][C:19](=[O:25])[O:20][C:21]([CH3:24])([CH3:23])[CH3:22])[CH2:11][C:12]2[CH:17]=[CH:16][CH:15]=[CH:14][CH:13]=2)[CH:5]=[C:4]([C:26]2[CH:31]=[CH:30][CH:29]=[CH:28][C:27]=2[O:32][CH2:33][C:34]2[CH:39]=[CH:38][CH:37]=[CH:36][CH:35]=2)[N:3]=1.C(N(CC)CC)C.Cl[C:48](Cl)([O:50]C(=O)OC(Cl)(Cl)Cl)Cl. The catalyst is C1COCC1. The product is [CH2:33]([O:32][C:27]1[CH:28]=[CH:29][CH:30]=[CH:31][C:26]=1[C:4]1[CH:5]=[C:6]([CH:10]([NH:18][C:19](=[O:25])[O:20][C:21]([CH3:23])([CH3:24])[CH3:22])[CH2:11][C:12]2[CH:13]=[CH:14][CH:15]=[CH:16][CH:17]=2)[C:7]2[CH2:8][O:9][C:48](=[O:50])[NH:1][C:2]=2[N:3]=1)[C:34]1[CH:39]=[CH:38][CH:37]=[CH:36][CH:35]=1. The yield is 0.770. (2) The yield is 0.720. The reactants are [NH:1]1[CH:5]=[CH:4][C:3]([C:6]2[CH:11]=[CH:10][N:9]=[C:8]([C:12]([F:15])([F:14])[F:13])[N:7]=2)=[N:2]1.[Br:16]Br. The product is [Br:16][C:4]1[C:3]([C:6]2[CH:11]=[CH:10][N:9]=[C:8]([C:12]([F:15])([F:14])[F:13])[N:7]=2)=[N:2][NH:1][CH:5]=1. The catalyst is C(Cl)(Cl)Cl. (3) The reactants are [CH3:1][C:2]([CH3:18])([CH3:17])[C@@H:3]([C:14]([OH:16])=O)[NH:4][C:5]([O:7][CH2:8][C:9]1[S:13][CH:12]=[N:11][CH:10]=1)=[O:6].[CH2:19]([C@H:26]([NH:39][C:40](=[O:46])[O:41][C:42]([CH3:45])([CH3:44])[CH3:43])[CH2:27][C@H:28]([OH:38])[C@@H:29]([NH2:37])[CH2:30][C:31]1[CH:36]=[CH:35][CH:34]=[CH:33][CH:32]=1)[C:20]1[CH:25]=[CH:24][CH:23]=[CH:22][CH:21]=1.Cl.CN(C)CCCN=C=NCC.ON1C2C=CC=CC=2N=N1.CN1CCOCC1. The catalyst is CN(C)C=O. The product is [CH2:30]([C@H:29]([NH:37][C:14](=[O:16])[C@H:3]([C:2]([CH3:1])([CH3:18])[CH3:17])[NH:4][C:5]([O:7][CH2:8][C:9]1[S:13][CH:12]=[N:11][CH:10]=1)=[O:6])[C@@H:28]([OH:38])[CH2:27][C@@H:26]([NH:39][C:40]([O:41][C:42]([CH3:43])([CH3:44])[CH3:45])=[O:46])[CH2:19][C:20]1[CH:21]=[CH:22][CH:23]=[CH:24][CH:25]=1)[C:31]1[CH:32]=[CH:33][CH:34]=[CH:35][CH:36]=1. The yield is 0.767. (4) The reactants are F[C:2]1[CH:3]=[C:4]([CH:7]=[CH:8][C:9]=1[C:10]([F:13])([F:12])[F:11])[C:5]#[N:6].[NH:14]1[CH2:19][CH2:18][CH2:17][CH2:16][CH2:15]1.C(OC(=O)C)C. The catalyst is CS(C)=O. The product is [N:14]1([C:2]2[CH:3]=[C:4]([CH:7]=[CH:8][C:9]=2[C:10]([F:13])([F:12])[F:11])[C:5]#[N:6])[CH2:19][CH2:18][CH2:17][CH2:16][CH2:15]1. The yield is 0.880.